Dataset: Full USPTO retrosynthesis dataset with 1.9M reactions from patents (1976-2016). Task: Predict the reactants needed to synthesize the given product. (1) Given the product [OH:30][C:29]1[C:8]([NH:7][C:4]([CH:1]2[CH2:3][CH2:2]2)=[O:5])=[CH:9][C:10]2[C@@:17]3([CH3:21])[C:18]([CH3:20])([CH3:19])[C@H:13]([N:14]([C:22](=[O:27])[C:23]([F:26])([F:24])[F:25])[CH2:15][CH2:16]3)[CH2:12][C:11]=2[CH:28]=1, predict the reactants needed to synthesize it. The reactants are: [CH:1]1([C:4](Cl)=[O:5])[CH2:3][CH2:2]1.[NH2:7][C:8]1[C:29]([OH:30])=[CH:28][C:11]2[CH2:12][C@@H:13]3[C:18]([CH3:20])([CH3:19])[C@:17]([CH3:21])([C:10]=2[CH:9]=1)[CH2:16][CH2:15][N:14]3[C:22](=[O:27])[C:23]([F:26])([F:25])[F:24].C(N(CC)CC)C.N. (2) The reactants are: [Cl:1][C:2]1[CH:3]=[C:4]2[C:8](=[CH:9][CH:10]=1)[C:7](=[N:11]O)[CH2:6][CH2:5]2.[Cl-].[NH4+]. Given the product [Cl:1][C:2]1[CH:3]=[C:4]2[C:8](=[CH:9][CH:10]=1)[CH:7]([NH2:11])[CH2:6][CH2:5]2, predict the reactants needed to synthesize it. (3) Given the product [CH:1]1([C:7]2[N:12]=[C:11]3[CH2:13][CH2:14][CH2:15][C:10]3=[C:9]([NH:16][C:17]3[CH:22]=[CH:21][C:20]([CH2:23][C:24]([O:26][CH2:27][CH3:28])=[O:25])=[CH:19][CH:18]=3)[CH:8]=2)[CH2:2][CH2:3][CH2:4][CH2:5][CH2:6]1, predict the reactants needed to synthesize it. The reactants are: [C:1]1([C:7]2[N:12]=[C:11]3[CH2:13][CH2:14][CH2:15][C:10]3=[C:9]([NH:16][C:17]3[CH:22]=[CH:21][C:20]([CH2:23][C:24]([O:26][CH2:27][CH3:28])=[O:25])=[CH:19][CH:18]=3)[CH:8]=2)[CH2:6][CH2:5][CH2:4][CH2:3][CH:2]=1.[H][H]. (4) Given the product [CH2:1]([N:8]1[CH2:9][CH2:10][N:11]([CH2:12][C:13]2[CH:18]=[CH:17][CH:16]=[CH:15][CH:14]=2)[CH2:33][CH:27]1[C:28]([O:30][CH2:31][CH3:32])=[O:29])[C:2]1[CH:3]=[CH:4][CH:5]=[CH:6][CH:7]=1, predict the reactants needed to synthesize it. The reactants are: [CH2:1]([NH:8][CH2:9][CH2:10][NH:11][CH2:12][C:13]1[CH:18]=[CH:17][CH:16]=[CH:15][CH:14]=1)[C:2]1[CH:7]=[CH:6][CH:5]=[CH:4][CH:3]=1.CCN(CC)CC.Br[CH:27]([CH2:33]Br)[C:28]([O:30][CH2:31][CH3:32])=[O:29]. (5) Given the product [Cl:26][C:20]1[CH:21]=[CH:22][CH:23]=[C:24]([F:25])[C:19]=1[C:16]1[NH:15][C:14]2[C:13]3[C:12]([C:4]4[CH:3]=[C:2]([C:38]#[C:37][CH:39]5[CH2:41][CH2:40]5)[CH:7]=[CH:6][C:5]=4[C:18]=2[N:17]=1)=[CH:11][C:10]([C:27]([OH:36])([CH3:28])[C:32]([F:35])([F:34])[F:33])=[CH:9][CH:8]=3, predict the reactants needed to synthesize it. The reactants are: Br[C:2]1[CH:3]=[CH:4][C:5]2[C:18]3[N:17]=[C:16]([C:19]4[C:24]([F:25])=[CH:23][CH:22]=[CH:21][C:20]=4[Cl:26])[NH:15][C:14]=3[C:13]3[C:8](=[CH:9][C:10]([C:27]([OH:36])([C:32]([F:35])([F:34])[F:33])[C:28](F)(F)F)=[CH:11][CH:12]=3)[C:6]=2[CH:7]=1.[C:37]([CH:39]1[CH2:41][CH2:40]1)#[CH:38].C(N(CC)CC)C. (6) Given the product [C:1]([NH:4][C:5]1[C:6]2[N:7]=[CH:8][N:9]([C:27]=2[N:28]=[CH:29][N:30]=1)[C@@H:10]1[O:26][C@H:23]([CH2:24][O:25][C:43]([C:52]2[CH:57]=[CH:56][CH:55]=[CH:54][CH:53]=2)([C:44]2[CH:49]=[CH:48][C:47]([O:50][CH3:51])=[CH:46][CH:45]=2)[C:42]2[CH:41]=[CH:40][C:39]([O:38][CH3:37])=[CH:60][CH:59]=2)[C@@H:21]([OH:22])[C@H:11]1[O:12][CH2:13][O:14][CH2:15][O:16][CH2:17][CH2:18][C:19]#[N:20])(=[O:3])[CH3:2], predict the reactants needed to synthesize it. The reactants are: [C:1]([NH:4][C:5]1[C:6]2[N:7]=[CH:8][N:9]([C:27]=2[N:28]=[CH:29][N:30]=1)[C@@H:10]1[O:26][C@H:23]([CH2:24][OH:25])[C@@H:21]([OH:22])[C@H:11]1[O:12][CH2:13][O:14][CH2:15][O:16][CH2:17][CH2:18][C:19]#[N:20])(=[O:3])[CH3:2].N1C=CC=CC=1.[CH3:37][O:38][C:39]1[CH:60]=[CH:59][C:42]([C:43](Cl)([C:52]2[CH:57]=[CH:56][CH:55]=[CH:54][CH:53]=2)[C:44]2[CH:49]=[CH:48][C:47]([O:50][CH3:51])=[CH:46][CH:45]=2)=[CH:41][CH:40]=1. (7) Given the product [CH3:5][CH2:4][CH:3]([O:6][C@H:7]1[C@H:12]([NH:13][C:14]([CH3:16])=[O:15])[C@@H:11]([NH2:17])[CH2:10][C:9]([C:18]([O:20][CH2:21][CH3:22])=[O:19])=[CH:8]1)[CH2:2][CH3:1], predict the reactants needed to synthesize it. The reactants are: [CH3:1][CH2:2][CH:3]([O:6][C@H:7]1[C@H:12]([NH:13][C:14]([CH3:16])=[O:15])[C@@H:11]([NH2:17])[CH2:10][C:9]([C:18]([O:20][CH2:21][CH3:22])=[O:19])=[CH:8]1)[CH2:4][CH3:5].P(=O)([O-])[O-].O.C([O-])([O-])=O.[Na+].[Na+]. (8) Given the product [Cl:1][C:2]1[CH:7]=[CH:6][C:5]([S:8][C:9]2[N:10]([CH3:26])[C:11]([CH3:24])=[N:12][C:13]=2[C:14]2[CH:19]=[CH:18][C:17]([S:20]([CH3:23])(=[O:22])=[O:21])=[CH:16][CH:15]=2)=[CH:4][CH:3]=1, predict the reactants needed to synthesize it. The reactants are: [Cl:1][C:2]1[CH:7]=[CH:6][C:5]([S:8][C:9]2[N:10]=[C:11]([CH3:24])[NH:12][C:13]=2[C:14]2[CH:19]=[CH:18][C:17]([S:20]([CH3:23])(=[O:22])=[O:21])=[CH:16][CH:15]=2)=[CH:4][CH:3]=1.I[CH3:26].[H-].[Na+]. (9) The reactants are: [Br:1][C:2]1[N:10]([CH2:11][C:12]2[CH:17]=[CH:16][C:15]([Cl:18])=[CH:14][CH:13]=2)[C:9]2[C:8](=[O:19])[NH:7][C:6](=[O:20])[N:5]([CH3:21])[C:4]=2[N:3]=1.Cl[CH2:23][CH2:24][N:25]([CH3:27])[CH3:26].C(=O)([O-])[O-].[K+].[K+]. Given the product [Br:1][C:2]1[N:10]([CH2:11][C:12]2[CH:13]=[CH:14][C:15]([Cl:18])=[CH:16][CH:17]=2)[C:9]2[C:8](=[O:19])[N:7]([CH2:23][CH2:24][N:25]([CH3:27])[CH3:26])[C:6](=[O:20])[N:5]([CH3:21])[C:4]=2[N:3]=1, predict the reactants needed to synthesize it.